From a dataset of Forward reaction prediction with 1.9M reactions from USPTO patents (1976-2016). Predict the product of the given reaction. (1) Given the reactants I[C:2]1[C:10]2[C:5](=[N:6][CH:7]=[C:8]([N+:12]([O-:14])=[O:13])[C:9]=2[CH3:11])[N:4]([CH3:15])[CH:3]=1.CC1(C)C(C)(C)OB([C:24]2[CH2:25][CH2:26][N:27]([C:30]([O:32][C:33]([CH3:36])([CH3:35])[CH3:34])=[O:31])[CH2:28][CH:29]=2)O1.C([O-])([O-])=O.[K+].[K+], predict the reaction product. The product is: [CH3:15][N:4]1[C:5]2=[N:6][CH:7]=[C:8]([N+:12]([O-:14])=[O:13])[C:9]([CH3:11])=[C:10]2[C:2]([C:24]2[CH2:29][CH2:28][N:27]([C:30]([O:32][C:33]([CH3:36])([CH3:35])[CH3:34])=[O:31])[CH2:26][CH:25]=2)=[CH:3]1. (2) Given the reactants [C:1]([N:4]1[C:13]2[C:8](=[CH:9][C:10]([C:14]#[CH:15])=[CH:11][CH:12]=2)[C@H:7]([NH:16][C:17](=[O:22])[O:18][CH:19]([CH3:21])[CH3:20])[CH2:6][C@@H:5]1[CH3:23])(=[O:3])[CH3:2].[N:24]([CH2:27][CH2:28][CH2:29][NH:30][C:31](=[O:37])[O:32][C:33]([CH3:36])([CH3:35])[CH3:34])=[N+:25]=[N-:26], predict the reaction product. The product is: [C:1]([N:4]1[C:13]2[C:8](=[CH:9][C:10]([C:14]3[N:26]=[N:25][N:24]([CH2:27][CH2:28][CH2:29][NH:30][C:31]([O:32][C:33]([CH3:36])([CH3:35])[CH3:34])=[O:37])[CH:15]=3)=[CH:11][CH:12]=2)[C@H:7]([NH:16][C:17](=[O:22])[O:18][CH:19]([CH3:20])[CH3:21])[CH2:6][C@@H:5]1[CH3:23])(=[O:3])[CH3:2]. (3) Given the reactants Br[C:2]1[S:3][C:4]([S:17](=[O:23])(=[O:22])[NH:18][CH2:19][CH2:20][OH:21])=[CH:5][C:6]=1[C:7]1[S:11][C:10]([NH:12][C:13](=[O:15])[CH3:14])=[N:9][C:8]=1[CH3:16].C([Li])CCC, predict the reaction product. The product is: [OH:21][CH2:20][CH2:19][NH:18][S:17]([C:4]1[S:3][CH:2]=[C:6]([C:7]2[S:11][C:10]([NH:12][C:13](=[O:15])[CH3:14])=[N:9][C:8]=2[CH3:16])[CH:5]=1)(=[O:23])=[O:22]. (4) Given the reactants Br[C:2]1[N:3]=[C:4]([O:28][CH3:29])[C:5]([N:8](COCC[Si](C)(C)C)[S:9]([C:12]2[CH:17]=[CH:16][CH:15]=[C:14]([Cl:18])[C:13]=2[Cl:19])(=[O:11])=[O:10])=[N:6][CH:7]=1.[CH2:30]([OH:33])[C:31]#[CH:32].[CH2:34](N([CH2:39][CH3:40])CC)C, predict the reaction product. The product is: [C:30]([O:33][CH2:39][CH3:40])(=[O:10])[CH3:31].[CH3:12][CH2:17][CH2:16][CH:15]([CH3:14])[CH3:34].[Cl:19][C:13]1[C:14]([Cl:18])=[CH:15][CH:16]=[CH:17][C:12]=1[S:9]([NH:8][C:5]1[C:4]([O:28][CH3:29])=[N:3][C:2]([C:32]#[C:31][CH2:30][OH:33])=[CH:7][N:6]=1)(=[O:10])=[O:11]. (5) The product is: [NH2:1][C:2]1[N:11]=[CH:10][C:9]2[CH2:8][C@H:7]3[N:12]([CH2:32][CH:27]=[CH2:28])[CH2:13][C@@H:14]([NH:16][C:17](=[O:26])[N:18]([CH2:21][CH2:22][N:23]([CH3:25])[CH3:24])[CH2:19][CH3:20])[CH2:15][C@@H:6]3[CH2:5][C:4]=2[N:3]=1. Given the reactants [NH2:1][C:2]1[N:11]=[CH:10][C:9]2[CH2:8][C@H:7]3[NH:12][CH2:13][C@@H:14]([NH:16][C:17](=[O:26])[N:18]([CH2:21][CH2:22][N:23]([CH3:25])[CH3:24])[CH2:19][CH3:20])[CH2:15][C@@H:6]3[CH2:5][C:4]=2[N:3]=1.[C:27]1(C)[CH:32]=CC=C[CH:28]=1.C(OCC=C)(=O)C, predict the reaction product. (6) Given the reactants [H-].[Na+].[Cl:3][C:4]1[CH:9]=[CH:8][C:7]([NH:10][C:11]2[CH:12]=[CH:13][C:14]([CH:17]=[O:18])=[N:15][CH:16]=2)=[CH:6][CH:5]=1.Br[CH2:20][CH:21]1[CH2:23][CH2:22]1.CN(C=O)C, predict the reaction product. The product is: [Cl:3][C:4]1[CH:9]=[CH:8][C:7]([N:10]([CH2:20][CH:21]2[CH2:23][CH2:22]2)[C:11]2[CH:12]=[CH:13][C:14]([CH:17]=[O:18])=[N:15][CH:16]=2)=[CH:6][CH:5]=1. (7) Given the reactants [C:1]1([CH:7]2[C:19]3[NH:18][C:17]4[C:12](=[CH:13][CH:14]=[CH:15][CH:16]=4)[C:11]=3[CH2:10][CH2:9][NH:8]2)[CH:6]=[CH:5][CH:4]=[CH:3][CH:2]=1.Br[CH2:21][CH2:22][CH2:23][Cl:24], predict the reaction product. The product is: [Cl:24][CH2:23][CH2:22][CH2:21][N:8]1[CH2:9][CH2:10][C:11]2[C:12]3[C:17](=[CH:16][CH:15]=[CH:14][CH:13]=3)[NH:18][C:19]=2[CH:7]1[C:1]1[CH:2]=[CH:3][CH:4]=[CH:5][CH:6]=1. (8) Given the reactants [Cl:1][C:2]1[CH:3]=[CH:4][C:5]2[N:11]([CH2:12][C:13]([CH3:17])([CH3:16])[CH2:14][OH:15])[C:10](=[O:18])[C@@H:9]([CH2:19][C:20]([NH:22][C:23]3[S:24][CH:25]=[C:26]([CH2:28][C:29]([OH:31])=[O:30])[N:27]=3)=[O:21])[O:8][C@H:7]([C:32]3[CH:37]=[CH:36][CH:35]=[C:34]([O:38][CH3:39])[C:33]=3[O:40][CH3:41])[C:6]=2[CH:42]=1.N1C=CC=CC=1.[C:49](OCC)(=[O:51])[CH3:50].C(Cl)(=O)C, predict the reaction product. The product is: [C:49]([O:15][CH2:14][C:13]([CH3:16])([CH3:17])[CH2:12][N:11]1[C:5]2[CH:4]=[CH:3][C:2]([Cl:1])=[CH:42][C:6]=2[C@@H:7]([C:32]2[CH:37]=[CH:36][CH:35]=[C:34]([O:38][CH3:39])[C:33]=2[O:40][CH3:41])[O:8][C@H:9]([CH2:19][C:20]([NH:22][C:23]2[S:24][CH:25]=[C:26]([CH2:28][C:29]([OH:31])=[O:30])[N:27]=2)=[O:21])[C:10]1=[O:18])(=[O:51])[CH3:50]. (9) Given the reactants [C:1]([NH2:9])(=[S:8])[C:2]1[CH:7]=[CH:6][CH:5]=[CH:4][CH:3]=1.[CH3:10]OC(OC)N(C)C.Cl[CH2:19][C:20](=[O:22])[CH3:21], predict the reaction product. The product is: [C:2]1([C:1]2[S:8][C:19]([C:20](=[O:22])[CH3:21])=[CH:10][N:9]=2)[CH:7]=[CH:6][CH:5]=[CH:4][CH:3]=1. (10) Given the reactants [ClH:1].C(O)=O.[N:5]1([CH2:11][CH2:12][NH:13][C:14]([C:16]2[CH:17]=[C:18]([C:22]3[CH:27]=[CH:26][C:25]([CH2:28][C@H:29]([NH:44][C:45]([C@H:47]4[CH2:52][CH2:51][C@H:50]([CH2:53][NH:54]C(=O)OC(C)(C)C)[CH2:49][CH2:48]4)=[O:46])[C:30](=[O:43])[NH:31][C:32]4[CH:37]=[CH:36][C:35]([C:38]5[NH:42][N:41]=[N:40][N:39]=5)=[CH:34][CH:33]=4)=[CH:24][CH:23]=3)[CH:19]=[CH:20][CH:21]=2)=[O:15])[CH2:10][CH2:9][O:8][CH2:7][CH2:6]1.C(#N)C, predict the reaction product. The product is: [ClH:1].[NH2:54][CH2:53][C@H:50]1[CH2:49][CH2:48][C@H:47]([C:45]([NH:44][C@H:29]([C:30](=[O:43])[NH:31][C:32]2[CH:33]=[CH:34][C:35]([C:38]3[NH:42][N:41]=[N:40][N:39]=3)=[CH:36][CH:37]=2)[CH2:28][C:25]2[CH:26]=[CH:27][C:22]([C:18]3[CH:19]=[CH:20][CH:21]=[C:16]([C:14]([NH:13][CH2:12][CH2:11][N:5]4[CH2:10][CH2:9][O:8][CH2:7][CH2:6]4)=[O:15])[CH:17]=3)=[CH:23][CH:24]=2)=[O:46])[CH2:52][CH2:51]1.